From a dataset of Catalyst prediction with 721,799 reactions and 888 catalyst types from USPTO. Predict which catalyst facilitates the given reaction. Reactant: [C:1]([C:3]1[C:8]([CH:9]2[CH2:11][CH2:10]2)=[CH:7][CH:6]=[CH:5][C:4]=1[NH:12][S:13]([C:16]1[CH:21]=[CH:20][CH:19]=[CH:18][CH:17]=1)(=[O:15])=[O:14])#[N:2].[N:22]([Si](C)(C)C)=[N+:23]=[N-:24].C([Sn](=O)CCCC)CCC.Cl. Product: [CH:9]1([C:8]2[C:3]([C:1]3[NH:24][N:23]=[N:22][N:2]=3)=[C:4]([NH:12][S:13]([C:16]3[CH:21]=[CH:20][CH:19]=[CH:18][CH:17]=3)(=[O:14])=[O:15])[CH:5]=[CH:6][CH:7]=2)[CH2:10][CH2:11]1. The catalyst class is: 26.